From a dataset of Forward reaction prediction with 1.9M reactions from USPTO patents (1976-2016). Predict the product of the given reaction. (1) Given the reactants [CH2:1]([NH:3][C:4]1[CH:9]=[C:8]([O:10][CH3:11])[CH:7]=[CH:6][C:5]=1[CH:12]1[CH2:21][CH2:20][C:19]2[CH:18]=[C:17]([O:22]C(=O)C(C)(C)C)[CH:16]=[CH:15][C:14]=2[CH2:13]1)[CH3:2].C(OC([N:36]1[CH2:41][CH2:40][CH:39]([C:42]2[CH:47]=[CH:46][CH:45]=[C:44]([C:48](O)=O)[CH:43]=2)[CH2:38][CH2:37]1)=O)(C)(C)C, predict the reaction product. The product is: [CH2:1]([N:3]([CH2:48][C:44]1[CH:45]=[CH:46][CH:47]=[C:42]([CH:39]2[CH2:38][CH2:37][NH:36][CH2:41][CH2:40]2)[CH:43]=1)[C:4]1[CH:9]=[C:8]([O:10][CH3:11])[CH:7]=[CH:6][C:5]=1[CH:12]1[CH2:21][CH2:20][C:19]2[CH:18]=[C:17]([OH:22])[CH:16]=[CH:15][C:14]=2[CH2:13]1)[CH3:2]. (2) Given the reactants [C:1]([OH:8])(=[O:7])/[CH:2]=[CH:3]/[C:4]([OH:6])=[O:5].[C:9]([O:17][CH2:18][C:19](=[O:25])[N:20]([CH2:23][CH3:24])[CH2:21][CH3:22])(=[O:16])/[CH:10]=[CH:11]/[C:12]([O:14][CH3:15])=[O:13].C(OCC)(=O)C.CCCCCCC, predict the reaction product. The product is: [C:9]([O:17][CH2:18][C:19](=[O:25])[N:20]([CH2:21][CH3:22])[CH2:23][CH3:24])(=[O:16])/[CH:10]=[CH:11]/[C:12]([O:14][CH3:15])=[O:13].[C:1]([OH:8])(=[O:7])/[CH:2]=[CH:3]/[C:4]([OH:6])=[O:5].[C:9]([O:17][CH2:18][C:19](=[O:25])[N:20]([CH2:21][CH3:22])[CH2:23][CH3:24])(=[O:16])/[CH:10]=[CH:11]/[C:12]([O:14][CH3:15])=[O:13].[C:1]([OH:8])(=[O:7])/[CH:2]=[CH:3]/[C:4]([OH:6])=[O:5]. (3) Given the reactants C([O:8][C:9]([CH2:11][N:12]1[CH2:25][CH2:24][CH2:23][N:22]2[CH2:26][CH:27]([CH2:29][C:30]3[CH:35]=[CH:34][C:33]([N+:36]([O-])=O)=[CH:32][CH:31]=3)[CH2:28][N:15]([CH2:16][CH2:17][CH2:18][N:19]([CH2:39][C:40]([O:42]CC3C=CC=CC=3)=[O:41])[CH2:20][CH2:21]2)[CH2:14][CH2:13]1)=[O:10])C1C=CC=CC=1, predict the reaction product. The product is: [C:9]([CH2:11][N:12]1[CH2:25][CH2:24][CH2:23][N:22]2[CH2:26][CH:27]([CH2:29][C:30]3[CH:31]=[CH:32][C:33]([NH2:36])=[CH:34][CH:35]=3)[CH2:28][N:15]([CH2:16][CH2:17][CH2:18][N:19]([CH2:39][C:40]([OH:42])=[O:41])[CH2:20][CH2:21]2)[CH2:14][CH2:13]1)([OH:10])=[O:8]. (4) Given the reactants [CH:1]1([N:4]2[C:13]([C:14]#[N:15])=[C:12]([C:16]3[CH:21]=[CH:20][CH:19]=[C:18]([F:22])[CH:17]=3)[C:11]3[C:6](=[CH:7][CH:8]=[C:9]([OH:23])[CH:10]=3)[C:5]2=[O:24])[CH2:3][CH2:2]1.C([O-])([O-])=O.[K+].[K+].[CH2:31]([O:38][CH2:39][CH2:40]Br)[C:32]1[CH:37]=[CH:36][CH:35]=[CH:34][CH:33]=1, predict the reaction product. The product is: [CH2:31]([O:38][CH2:39][CH2:40][O:23][C:9]1[CH:10]=[C:11]2[C:6](=[CH:7][CH:8]=1)[C:5](=[O:24])[N:4]([CH:1]1[CH2:2][CH2:3]1)[C:13]([C:14]#[N:15])=[C:12]2[C:16]1[CH:21]=[CH:20][CH:19]=[C:18]([F:22])[CH:17]=1)[C:32]1[CH:37]=[CH:36][CH:35]=[CH:34][CH:33]=1. (5) Given the reactants [N+:1]([C:4]1[CH:5]=[C:6]([NH:13][C:14]([C:16]2[CH:17]=[N:18][C:19]([N:22]3[CH2:26][CH2:25][CH2:24][CH2:23]3)=[N:20][CH:21]=2)=[O:15])[CH:7]=[CH:8][C:9]=1[N+:10]([O-])=O)([O-])=O.[C:27]1([NH:33][C:34]([C:36]2[CH:43]=[CH:42][C:39]([CH:40]=O)=[CH:38][CH:37]=2)=[O:35])[CH:32]=[CH:31][CH:30]=[CH:29][CH:28]=1, predict the reaction product. The product is: [C:27]1([NH:33][C:34]([C:36]2[CH:37]=[CH:38][C:39]([C:40]3[NH:10][C:9]4[CH:8]=[CH:7][C:6]([NH:13][C:14]([C:16]5[CH:17]=[N:18][C:19]([N:22]6[CH2:26][CH2:25][CH2:24][CH2:23]6)=[N:20][CH:21]=5)=[O:15])=[CH:5][C:4]=4[N:1]=3)=[CH:42][CH:43]=2)=[O:35])[CH:28]=[CH:29][CH:30]=[CH:31][CH:32]=1. (6) Given the reactants [CH2:1]([O:8][CH2:9][C@@H:10]1[N:15]2[C:16]3[C:25]4[C:20](=[CH:21][CH:22]=[CH:23][CH:24]=4)[N+:19]([O-])=[CH:18][C:17]=3[N:27]=[C:14]2[CH2:13][O:12][CH2:11]1)[C:2]1[CH:7]=[CH:6][CH:5]=[CH:4][CH:3]=1.[NH4+:28].[OH-].C1(C)C=CC(S(Cl)(=O)=O)=CC=1.O, predict the reaction product. The product is: [CH2:1]([O:8][CH2:9][C@@H:10]1[N:15]2[C:16]3[C:25]4[C:20](=[CH:21][CH:22]=[CH:23][CH:24]=4)[N:19]=[C:18]([NH2:28])[C:17]=3[N:27]=[C:14]2[CH2:13][O:12][CH2:11]1)[C:2]1[CH:7]=[CH:6][CH:5]=[CH:4][CH:3]=1. (7) Given the reactants C(OC([N:8]1[CH2:12][CH2:11][S:10][CH:9]1[C:13]([OH:15])=O)=O)(C)(C)C.C1C=CC(/C(/C2C=CC([N+]([O-])=O)=CC=2)=N/O)=CC=1.[C:34]1([C:44]2[CH:49]=[CH:48][CH:47]=[CH:46][CH:45]=2)[CH:39]=[CH:38][C:37]([S:40](Cl)(=[O:42])=[O:41])=[CH:36][CH:35]=1.[S:50]1[CH:54]=[CH:53][CH:52]=[C:51]1[CH2:55][NH2:56], predict the reaction product. The product is: [C:34]1([C:44]2[CH:49]=[CH:48][CH:47]=[CH:46][CH:45]=2)[CH:39]=[CH:38][C:37]([S:40]([N:8]2[CH2:12][CH2:11][S:10][CH:9]2[C:13]([NH:56][CH2:55][C:51]2[S:50][CH:54]=[CH:53][CH:52]=2)=[O:15])(=[O:42])=[O:41])=[CH:36][CH:35]=1.